This data is from Peptide-MHC class II binding affinity with 134,281 pairs from IEDB. The task is: Regression. Given a peptide amino acid sequence and an MHC pseudo amino acid sequence, predict their binding affinity value. This is MHC class II binding data. The peptide sequence is YEAFVLHFSEALHII. The MHC is DRB3_0202 with pseudo-sequence DRB3_0202. The binding affinity (normalized) is 0.713.